This data is from hERG Central: cardiac toxicity at 1µM, 10µM, and general inhibition. The task is: Predict hERG channel inhibition at various concentrations. The drug is CN(C)CC(C)(C)CNC(C(=O)Nc1ccc(Cl)cc1C(F)(F)F)c1ccccc1. Results: hERG_inhib (hERG inhibition (general)): blocker.